This data is from NCI-60 drug combinations with 297,098 pairs across 59 cell lines. The task is: Regression. Given two drug SMILES strings and cell line genomic features, predict the synergy score measuring deviation from expected non-interaction effect. (1) Drug 1: CC1=C(C=C(C=C1)NC(=O)C2=CC=C(C=C2)CN3CCN(CC3)C)NC4=NC=CC(=N4)C5=CN=CC=C5. Drug 2: C(CCl)NC(=O)N(CCCl)N=O. Cell line: RPMI-8226. Synergy scores: CSS=10.9, Synergy_ZIP=-5.73, Synergy_Bliss=-10.7, Synergy_Loewe=-1.48, Synergy_HSA=-6.91. (2) Drug 1: C1=CC(=CC=C1C#N)C(C2=CC=C(C=C2)C#N)N3C=NC=N3. Drug 2: CC1=C(C=C(C=C1)NC(=O)C2=CC=C(C=C2)CN3CCN(CC3)C)NC4=NC=CC(=N4)C5=CN=CC=C5. Cell line: UACC62. Synergy scores: CSS=-1.09, Synergy_ZIP=-0.120, Synergy_Bliss=-1.23, Synergy_Loewe=-2.26, Synergy_HSA=-2.30. (3) Drug 1: CC12CCC(CC1=CCC3C2CCC4(C3CC=C4C5=CN=CC=C5)C)O. Drug 2: CCCCCOC(=O)NC1=NC(=O)N(C=C1F)C2C(C(C(O2)C)O)O. Cell line: U251. Synergy scores: CSS=8.26, Synergy_ZIP=-1.71, Synergy_Bliss=0.113, Synergy_Loewe=-3.06, Synergy_HSA=1.01. (4) Drug 1: CC1=C2C(C(=O)C3(C(CC4C(C3C(C(C2(C)C)(CC1OC(=O)C(C(C5=CC=CC=C5)NC(=O)OC(C)(C)C)O)O)OC(=O)C6=CC=CC=C6)(CO4)OC(=O)C)OC)C)OC. Drug 2: CC1OCC2C(O1)C(C(C(O2)OC3C4COC(=O)C4C(C5=CC6=C(C=C35)OCO6)C7=CC(=C(C(=C7)OC)O)OC)O)O. Cell line: SW-620. Synergy scores: CSS=56.4, Synergy_ZIP=-3.58, Synergy_Bliss=-4.62, Synergy_Loewe=-0.406, Synergy_HSA=2.11. (5) Drug 1: CC1OCC2C(O1)C(C(C(O2)OC3C4COC(=O)C4C(C5=CC6=C(C=C35)OCO6)C7=CC(=C(C(=C7)OC)O)OC)O)O. Drug 2: CC1C(C(=O)NC(C(=O)N2CCCC2C(=O)N(CC(=O)N(C(C(=O)O1)C(C)C)C)C)C(C)C)NC(=O)C3=C4C(=C(C=C3)C)OC5=C(C(=O)C(=C(C5=N4)C(=O)NC6C(OC(=O)C(N(C(=O)CN(C(=O)C7CCCN7C(=O)C(NC6=O)C(C)C)C)C)C(C)C)C)N)C. Cell line: HCT-15. Synergy scores: CSS=40.7, Synergy_ZIP=0.453, Synergy_Bliss=2.84, Synergy_Loewe=2.27, Synergy_HSA=1.92. (6) Drug 1: C1=CC(=CC=C1C#N)C(C2=CC=C(C=C2)C#N)N3C=NC=N3. Drug 2: C(CC(=O)O)C(=O)CN.Cl. Cell line: MDA-MB-231. Synergy scores: CSS=5.46, Synergy_ZIP=-1.90, Synergy_Bliss=0.203, Synergy_Loewe=-5.40, Synergy_HSA=-3.51. (7) Drug 1: CC=C1C(=O)NC(C(=O)OC2CC(=O)NC(C(=O)NC(CSSCCC=C2)C(=O)N1)C(C)C)C(C)C. Drug 2: CC12CCC3C(C1CCC2O)C(CC4=C3C=CC(=C4)O)CCCCCCCCCS(=O)CCCC(C(F)(F)F)(F)F. Cell line: SNB-19. Synergy scores: CSS=33.6, Synergy_ZIP=2.12, Synergy_Bliss=1.68, Synergy_Loewe=-35.4, Synergy_HSA=1.48. (8) Drug 1: CCC1=CC2CC(C3=C(CN(C2)C1)C4=CC=CC=C4N3)(C5=C(C=C6C(=C5)C78CCN9C7C(C=CC9)(C(C(C8N6C)(C(=O)OC)O)OC(=O)C)CC)OC)C(=O)OC.C(C(C(=O)O)O)(C(=O)O)O. Drug 2: CS(=O)(=O)CCNCC1=CC=C(O1)C2=CC3=C(C=C2)N=CN=C3NC4=CC(=C(C=C4)OCC5=CC(=CC=C5)F)Cl. Cell line: COLO 205. Synergy scores: CSS=47.2, Synergy_ZIP=7.25, Synergy_Bliss=8.42, Synergy_Loewe=-24.4, Synergy_HSA=5.93. (9) Drug 1: C1CN1P(=S)(N2CC2)N3CC3. Drug 2: CN(CCCl)CCCl.Cl. Cell line: MOLT-4. Synergy scores: CSS=42.8, Synergy_ZIP=-3.31, Synergy_Bliss=-4.43, Synergy_Loewe=-12.0, Synergy_HSA=-3.79.